This data is from NCI-60 drug combinations with 297,098 pairs across 59 cell lines. The task is: Regression. Given two drug SMILES strings and cell line genomic features, predict the synergy score measuring deviation from expected non-interaction effect. Drug 1: CN1CCC(CC1)COC2=C(C=C3C(=C2)N=CN=C3NC4=C(C=C(C=C4)Br)F)OC. Drug 2: CC1=CC2C(CCC3(C2CCC3(C(=O)C)OC(=O)C)C)C4(C1=CC(=O)CC4)C. Cell line: BT-549. Synergy scores: CSS=-3.97, Synergy_ZIP=1.54, Synergy_Bliss=1.16, Synergy_Loewe=-3.28, Synergy_HSA=-2.24.